This data is from Catalyst prediction with 721,799 reactions and 888 catalyst types from USPTO. The task is: Predict which catalyst facilitates the given reaction. (1) Reactant: [NH:1]1[C:14]2[CH:13]=[N:12][C:11]3[C:6](=[CH:7][CH:8]=[CH:9][CH:10]=3)[C:5]=2[O:4][CH2:3][CH2:2]1.[Br:15][C:16]1[CH:17]=[C:18]([CH:22]=[C:23]([Br:27])[C:24]=1[O:25][CH3:26])[C:19](Cl)=[O:20].C(N(CC)CC)C.Cl. Product: [Br:15][C:16]1[CH:17]=[C:18]([C:19]([N:1]2[C:14]3[CH:13]=[N:12][C:11]4[C:6](=[CH:7][CH:8]=[CH:9][CH:10]=4)[C:5]=3[O:4][CH2:3][CH2:2]2)=[O:20])[CH:22]=[C:23]([Br:27])[C:24]=1[O:25][CH3:26]. The catalyst class is: 4. (2) Reactant: [Cl:1][C:2]1[CH:3]=[CH:4][C:5]2[N:9]=[C:8]([C:10]3[CH:11]=[N:12][CH:13]=[CH:14][C:15]=3[CH:16]=[O:17])[N:7]([CH3:18])[C:6]=2[CH:19]=1.C[Mg+].[Br-].[CH2:23](OCC)C. Product: [Cl:1][C:2]1[CH:3]=[CH:4][C:5]2[N:9]=[C:8]([C:10]3[CH:11]=[N:12][CH:13]=[CH:14][C:15]=3[CH:16]([OH:17])[CH3:23])[N:7]([CH3:18])[C:6]=2[CH:19]=1. The catalyst class is: 1.